This data is from Catalyst prediction with 721,799 reactions and 888 catalyst types from USPTO. The task is: Predict which catalyst facilitates the given reaction. Reactant: [CH2:1]([N:3]1[C:11]2[CH:10]=[C:9]3[NH:12][C:13]([C:15]4[C:23]5[C:18](=[CH:19][CH:20]=[C:21]([C:24]([OH:26])=O)[CH:22]=5)[NH:17][N:16]=4)=[N:14][C:8]3=[CH:7][C:6]=2[C:5]([CH3:28])([CH3:27])[C:4]1=[O:29])[CH3:2].C(Cl)(=O)C(Cl)=O.[NH2:36][C:37]1[CH:42]=[CH:41][CH:40]=[CH:39][CH:38]=1.C(N(CC)CC)C. Product: [C:37]1([NH:36][C:24]([C:21]2[CH:22]=[C:23]3[C:18](=[CH:19][CH:20]=2)[NH:17][N:16]=[C:15]3[C:13]2[NH:12][C:9]3[C:8]([N:14]=2)=[CH:7][C:6]2[C:5]([CH3:28])([CH3:27])[C:4](=[O:29])[N:3]([CH2:1][CH3:2])[C:11]=2[CH:10]=3)=[O:26])[CH:42]=[CH:41][CH:40]=[CH:39][CH:38]=1. The catalyst class is: 118.